From a dataset of Peptide-MHC class II binding affinity with 134,281 pairs from IEDB. Regression. Given a peptide amino acid sequence and an MHC pseudo amino acid sequence, predict their binding affinity value. This is MHC class II binding data. (1) The peptide sequence is LFKEKEVKKEIKDPL. The MHC is DRB3_0101 with pseudo-sequence DRB3_0101. The binding affinity (normalized) is 0.0170. (2) The peptide sequence is ETDKGPLDKEAIEER. The MHC is HLA-DQA10303-DQB10402 with pseudo-sequence HLA-DQA10303-DQB10402. The binding affinity (normalized) is 0. (3) The peptide sequence is EDVKNAIGVLIGGLE. The MHC is DRB1_0101 with pseudo-sequence DRB1_0101. The binding affinity (normalized) is 0.475. (4) The peptide sequence is KVFLTQMNARGVKVK. The MHC is DRB1_1501 with pseudo-sequence DRB1_1501. The binding affinity (normalized) is 0.608. (5) The binding affinity (normalized) is 0.380. The MHC is DRB3_0202 with pseudo-sequence DRB3_0202. The peptide sequence is QKRGIVKENIIDLTKI.